Predict the reaction yield, written as a fraction of the theoretical maximum amount of product (1.0 means a 100% yield; for example, 0.34 means a 34% yield). From a dataset of Reaction yield outcomes from USPTO patents with 853,638 reactions. (1) The reactants are [F:1][C:2]1[CH:3]=[CH:4][C:5]([O:12][C:13]2[CH:18]=[CH:17][CH:16]=[CH:15][C:14]=2[N+:19]([O-])=O)=[C:6]([CH:11]=1)[C:7]([O:9][CH3:10])=[O:8]. The catalyst is C(O)C.C(O)(=O)C.C1COCC1.[Pd]. The product is [NH2:19][C:14]1[CH:15]=[CH:16][CH:17]=[CH:18][C:13]=1[O:12][C:5]1[CH:4]=[CH:3][C:2]([F:1])=[CH:11][C:6]=1[C:7]([O:9][CH3:10])=[O:8]. The yield is 0.950. (2) The reactants are [F:1][C:2]1[CH:9]=[CH:8][C:5]([C:6]#[N:7])=[CH:4][CH:3]=1.[C:10](#[N:12])[CH3:11].CC(C)([O-])C.[K+]. The catalyst is C1(C)C=CC=CC=1. The product is [NH2:7][C:6]([C:5]1[CH:8]=[CH:9][C:2]([F:1])=[CH:3][CH:4]=1)=[CH:11][C:10]#[N:12]. The yield is 0.930.